This data is from Catalyst prediction with 721,799 reactions and 888 catalyst types from USPTO. The task is: Predict which catalyst facilitates the given reaction. (1) The catalyst class is: 4. Product: [Cl:1][C:2]1[CH:10]=[CH:9][C:5]([C:6]([N:45]([O:46][CH3:47])[CH3:44])=[O:7])=[C:4]([NH:11][C:12]2[CH:17]=[CH:16][CH:15]=[CH:14][C:13]=2[Cl:18])[CH:3]=1. Reactant: [Cl:1][C:2]1[CH:10]=[CH:9][C:5]([C:6](O)=[O:7])=[C:4]([NH:11][C:12]2[CH:17]=[CH:16][CH:15]=[CH:14][C:13]=2[Cl:18])[CH:3]=1.F[P-](F)(F)(F)(F)F.Br[P+](N1CCCC1)(N1CCCC1)N1CCCC1.Cl.[CH3:44][NH:45][O:46][CH3:47].C(N(CC)C(C)C)(C)C.F[P-](F)(F)(F)(F)F.N1(OC(N(C)C)=[N+](C)C)C2C=CC=CC=2N=N1. (2) Reactant: [Cl:1][C:2]1[N:7]=[C:6]([NH2:8])[C:5]([NH2:9])=[CH:4][CH:3]=1.O=[C:11]([C:17]1[CH:22]=[CH:21][CH:20]=[CH:19][CH:18]=1)[C:12](OCC)=[O:13].CCN(C(C)C)C(C)C. Product: [Cl:1][C:2]1[CH:3]=[CH:4][C:5]2[C:6]([N:7]=1)=[N:8][C:11]([C:17]1[CH:22]=[CH:21][CH:20]=[CH:19][CH:18]=1)=[C:12]([OH:13])[N:9]=2. The catalyst class is: 3. (3) Reactant: [CH2:1]([S:3][CH2:4][CH2:5][OH:6])[CH3:2].[H-].[Na+].Cl[C:10]1[CH:38]=[CH:37][C:13]([C:14]([NH:16][CH2:17][CH2:18][NH:19][C:20]([C:22]2[C:23]([C:33]([F:36])([F:35])[F:34])=[N:24][N:25]([C:27]3[CH:32]=[CH:31][CH:30]=[CH:29][CH:28]=3)[CH:26]=2)=[O:21])=[O:15])=[CH:12][N:11]=1.O. Product: [CH2:1]([S:3][CH2:4][CH2:5][O:6][C:10]1[CH:38]=[CH:37][C:13]([C:14]([NH:16][CH2:17][CH2:18][NH:19][C:20]([C:22]2[C:23]([C:33]([F:36])([F:34])[F:35])=[N:24][N:25]([C:27]3[CH:32]=[CH:31][CH:30]=[CH:29][CH:28]=3)[CH:26]=2)=[O:21])=[O:15])=[CH:12][N:11]=1)[CH3:2]. The catalyst class is: 1. (4) Reactant: [C:1]1([CH:7]2[C:16]([C:17]3[CH:18]=[CH:19][C:20]4[O:25][CH2:24][C:23](=[O:26])[NH:22][C:21]=4[CH:27]=3)=[CH:15][C:14]3[C:9](=[CH:10][CH:11]=[CH:12][CH:13]=3)[S:8]2)[CH:6]=[CH:5][CH:4]=[CH:3][CH:2]=1.ClC1C=CC=C(C(OO)=[O:36])C=1.C(OCC)(=O)C.[O-:45][S:46]([O-:49])(=S)=O.[Na+].[Na+]. Product: [O:45]=[S:46]1(=[O:49])[C:13]2[C:14](=[CH:9][CH:10]=[CH:11][CH:12]=2)[CH:15]=[C:16]([C:17]2[CH:18]=[CH:19][C:20]3[O:25][CH2:24][C:23](=[O:26])[NH:22][C:21]=3[CH:27]=2)[CH:7]1[C:1]1[CH:6]=[CH:5][CH:4]=[CH:3][CH:2]=1.[O:36]=[S:8]1[C:9]2[C:14](=[CH:13][CH:12]=[CH:11][CH:10]=2)[CH:15]=[C:16]([C:17]2[CH:18]=[CH:19][C:20]3[O:25][CH2:24][C:23](=[O:26])[NH:22][C:21]=3[CH:27]=2)[CH:7]1[C:1]1[CH:6]=[CH:5][CH:4]=[CH:3][CH:2]=1. The catalyst class is: 444.